Dataset: NCI-60 drug combinations with 297,098 pairs across 59 cell lines. Task: Regression. Given two drug SMILES strings and cell line genomic features, predict the synergy score measuring deviation from expected non-interaction effect. Drug 1: C1=CC(=CC=C1CC(C(=O)O)N)N(CCCl)CCCl.Cl. Drug 2: C1=CC=C(C=C1)NC(=O)CCCCCCC(=O)NO. Cell line: LOX IMVI. Synergy scores: CSS=15.1, Synergy_ZIP=-10.7, Synergy_Bliss=-7.69, Synergy_Loewe=-15.1, Synergy_HSA=-4.68.